This data is from Full USPTO retrosynthesis dataset with 1.9M reactions from patents (1976-2016). The task is: Predict the reactants needed to synthesize the given product. (1) Given the product [CH3:1][O:2][C:3]([C:5]1[N:45]([C:40]2[CH:39]=[CH:38][CH:37]=[CH:42][CH:41]=2)[C:7]2[C:12]([C:13](=[O:25])[C:14]=1[CH2:15][C:16]1[CH:21]=[CH:20][C:19]([C:22](=[O:24])[NH:33][CH2:34][CH2:35][OH:36])=[CH:18][CH:17]=1)=[CH:11][CH:10]=[C:9]([Cl:26])[CH:8]=2)=[O:4], predict the reactants needed to synthesize it. The reactants are: [CH3:1][O:2][C:3]([C:5]1N(C2C=CC=CC=2)[C:7]2[C:12]([C:13](=[O:25])[C:14]=1[CH2:15][C:16]1[CH:21]=[CH:20][C:19]([C:22]([OH:24])=O)=[CH:18][CH:17]=1)=[CH:11][CH:10]=[C:9]([Cl:26])[CH:8]=2)=[O:4].[NH2:33][CH2:34][CH2:35][OH:36].[CH:37]1[CH:38]=[CH:39][C:40]2[N:45](O)N=N[C:41]=2[CH:42]=1.CCN=C=NCCCN(C)C.CCN(C(C)C)C(C)C. (2) Given the product [NH2:35][C:32]1[CH:33]=[CH:34][C:29]([N:24]([C:5]2[C:4]([CH:1]3[CH2:3][CH2:2]3)=[CH:23][C:8]3[C:9]([C:19]([NH:21][CH3:22])=[O:20])=[C:10]([C:12]4[CH:13]=[CH:14][C:15]([F:18])=[CH:16][CH:17]=4)[O:11][C:7]=3[CH:6]=2)[S:25]([CH3:28])(=[O:27])=[O:26])=[CH:30][C:31]=1[CH3:38], predict the reactants needed to synthesize it. The reactants are: [CH:1]1([C:4]2[C:5]([N:24]([C:29]3[CH:34]=[CH:33][C:32]([N+:35]([O-])=O)=[C:31]([CH3:38])[CH:30]=3)[S:25]([CH3:28])(=[O:27])=[O:26])=[CH:6][C:7]3[O:11][C:10]([C:12]4[CH:17]=[CH:16][C:15]([F:18])=[CH:14][CH:13]=4)=[C:9]([C:19]([NH:21][CH3:22])=[O:20])[C:8]=3[CH:23]=2)[CH2:3][CH2:2]1. (3) Given the product [CH2:1]([N:3]1[CH2:8][CH2:7][CH2:6][CH:5]([CH2:9][C:10]2[CH:15]=[C:14]([F:16])[CH:13]=[CH:12][C:11]=2[S:17]([NH:20][C:21]2[C:30]([C:31]([OH:33])=[O:32])=[C:29]3[C:24]([C@H:25]4[CH2:34][C@H:26]4[CH2:27][O:28]3)=[CH:23][CH:22]=2)(=[O:18])=[O:19])[CH2:4]1)[CH3:2], predict the reactants needed to synthesize it. The reactants are: [CH2:1]([N:3]1[CH2:8][CH2:7][CH2:6][CH:5]([CH2:9][C:10]2[CH:15]=[C:14]([F:16])[CH:13]=[CH:12][C:11]=2[S:17]([NH:20][C:21]2[C:30]([C:31]([O-:33])=[O:32])=[C:29]3[C:24]([CH:25]4[CH2:34][CH:26]4[CH2:27][O:28]3)=[CH:23][CH:22]=2)(=[O:19])=[O:18])[CH2:4]1)[CH3:2].O.[OH-].[Li+].O. (4) The reactants are: [Cl:1][C:2]1[N:7]=[C:6]([CH3:8])[C:5]([CH2:9][C:10]([O:12][CH3:13])=[O:11])=[C:4]([C:14]2[CH:19]=[CH:18][C:17]([CH3:20])=[CH:16][CH:15]=2)[N:3]=1.[Li+].C[Si]([N-][Si](C)(C)C)(C)C.I[CH2:32][CH2:33][CH3:34]. Given the product [Cl:1][C:2]1[N:7]=[C:6]([CH3:8])[C:5]([CH:9]([CH2:32][CH2:33][CH3:34])[C:10]([O:12][CH3:13])=[O:11])=[C:4]([C:14]2[CH:15]=[CH:16][C:17]([CH3:20])=[CH:18][CH:19]=2)[N:3]=1, predict the reactants needed to synthesize it. (5) Given the product [OH:1][C:2]1([C:9]2[CH:14]=[CH:13][C:12]([I:15])=[CH:11][CH:10]=2)[CH2:7][CH2:6][CH:5]([N:16]2[CH2:20][CH2:19][C@@H:18]([NH:21][C:22](=[O:23])[CH2:24][NH:25][C:26](=[O:37])[C:27]3[CH:32]=[CH:31][CH:30]=[C:29]([C:33]([F:34])([F:36])[F:35])[CH:28]=3)[CH2:17]2)[CH2:4][CH2:3]1, predict the reactants needed to synthesize it. The reactants are: [OH:1][C:2]1([C:9]2[CH:14]=[CH:13][C:12]([I:15])=[CH:11][CH:10]=2)[CH2:7][CH2:6][C:5](=O)[CH2:4][CH2:3]1.[NH:16]1[CH2:20][CH2:19][C@@H:18]([NH:21][C:22]([CH2:24][NH:25][C:26](=[O:37])[C:27]2[CH:32]=[CH:31][CH:30]=[C:29]([C:33]([F:36])([F:35])[F:34])[CH:28]=2)=[O:23])[CH2:17]1.[BH-](OC(C)=O)(OC(C)=O)OC(C)=O.[Na+]. (6) The reactants are: C(OC(=O)[NH:7][C@@H:8]([CH2:35][C:36]1[CH:41]=[CH:40][C:39]([C:42]([F:45])([F:44])[F:43])=[CH:38][CH:37]=1)[CH2:9][N:10]([C:18]1[S:19][C:20]([C:25]2[CH:26]=[C:27]3[C:32](=[CH:33][CH:34]=2)[CH:31]=[N:30][CH:29]=[CH:28]3)=[C:21](C=O)[N:22]=1)C(OC(C)(C)C)=O)(C)(C)C.S1C=[C:50]([CH:52]=[O:53])[N:49]=[CH:48]1.CO.C[O-].[Na+].C1(C)C=CC(S(C[N+]#[C-])(=O)=O)=CC=1.C(Cl)Cl.C(O)(C(F)(F)F)=O. Given the product [NH2:7][C@@H:8]([CH2:35][C:36]1[CH:41]=[CH:40][C:39]([C:42]([F:44])([F:43])[F:45])=[CH:38][CH:37]=1)[CH2:9][NH:10][C:18]1[S:19][C:20]([C:25]2[CH:34]=[C:33]3[C:32](=[CH:27][CH:26]=2)[CH:31]=[N:30][CH:29]=[CH:28]3)=[C:21]([C:52]2[O:53][CH:48]=[N:49][CH:50]=2)[N:22]=1, predict the reactants needed to synthesize it. (7) Given the product [O:13]=[C:12]1[N:14]2[CH2:19][CH2:18][N:17]([C:20]([O:22][C:23]([CH3:24])([CH3:25])[CH3:26])=[O:21])[CH2:16][CH:15]2[CH2:27][O:29]1, predict the reactants needed to synthesize it. The reactants are: B.C1COCC1.C(O[C:12]([N:14]1[CH2:19][CH2:18][N:17]([C:20]([O:22][C:23]([CH3:26])([CH3:25])[CH3:24])=[O:21])[CH2:16][CH:15]1[C:27]([OH:29])=O)=[O:13])(C)(C)C.[H-].[Na+]. (8) Given the product [CH2:30]([S:27]([N:24]1[CH2:23][CH2:22][CH:21]([C:12]2[C:11]3[C:15](=[C:16]([C:18]([NH2:20])=[O:19])[CH:17]=[C:9]([C:6]4[CH:5]=[C:4]([C@H:1]([N:36]5[CH2:40][CH2:39][CH2:38][CH2:37]5)[CH3:2])[S:8][CH:7]=4)[CH:10]=3)[NH:14][CH:13]=2)[CH2:26][CH2:25]1)(=[O:29])=[O:28])[CH3:31], predict the reactants needed to synthesize it. The reactants are: [C:1]([C:4]1[S:8][CH:7]=[C:6]([C:9]2[CH:10]=[C:11]3[C:15](=[C:16]([C:18]([NH2:20])=[O:19])[CH:17]=2)[NH:14][CH:13]=[C:12]3[CH:21]2[CH2:26][CH2:25][N:24]([S:27]([CH2:30][CH3:31])(=[O:29])=[O:28])[CH2:23][CH2:22]2)[CH:5]=1)(=O)[CH3:2].C([BH3-])#N.[Na+].[NH:36]1[CH2:40][CH2:39][CH2:38][CH2:37]1. (9) Given the product [CH3:1][N:2]([CH3:11])[S:3]([N:6]1[CH:10]=[C:9]([CH:25]([OH:32])[C:26]2[CH:31]=[CH:30][CH:29]=[CH:28][CH:27]=2)[N:8]=[C:7]1[Si:17]([C:20]([CH3:23])([CH3:22])[CH3:21])([CH3:19])[CH3:18])(=[O:4])=[O:5], predict the reactants needed to synthesize it. The reactants are: [CH3:1][N:2]([CH3:11])[S:3]([N:6]1[CH:10]=[CH:9][N:8]=[CH:7]1)(=[O:5])=[O:4].C([Li])CCC.[Si:17](Cl)([C:20]([CH3:23])([CH3:22])[CH3:21])([CH3:19])[CH3:18].[CH:25](=[O:32])[C:26]1[CH:31]=[CH:30][CH:29]=[CH:28][CH:27]=1.